Dataset: Merck oncology drug combination screen with 23,052 pairs across 39 cell lines. Task: Regression. Given two drug SMILES strings and cell line genomic features, predict the synergy score measuring deviation from expected non-interaction effect. (1) Drug 1: CN1C(=O)C=CC2(C)C3CCC4(C)C(NC(=O)OCC(F)(F)F)CCC4C3CCC12. Drug 2: O=c1[nH]cc(F)c(=O)[nH]1. Cell line: NCIH1650. Synergy scores: synergy=-1.11. (2) Drug 1: O=P1(N(CCCl)CCCl)NCCCO1. Drug 2: CCN(CC)CCNC(=O)c1c(C)[nH]c(C=C2C(=O)Nc3ccc(F)cc32)c1C. Cell line: NCIH520. Synergy scores: synergy=12.6. (3) Drug 1: CN1C(=O)C=CC2(C)C3CCC4(C)C(NC(=O)OCC(F)(F)F)CCC4C3CCC12. Drug 2: Cn1c(=O)n(-c2ccc(C(C)(C)C#N)cc2)c2c3cc(-c4cnc5ccccc5c4)ccc3ncc21. Cell line: OCUBM. Synergy scores: synergy=40.0. (4) Drug 1: O=S1(=O)NC2(CN1CC(F)(F)F)C1CCC2Cc2cc(C=CCN3CCC(C(F)(F)F)CC3)ccc2C1. Drug 2: CN(C)C(=N)N=C(N)N. Cell line: DLD1. Synergy scores: synergy=8.47. (5) Drug 1: O=C(NOCC(O)CO)c1ccc(F)c(F)c1Nc1ccc(I)cc1F. Drug 2: CCC1(O)C(=O)OCc2c1cc1n(c2=O)Cc2cc3c(CN(C)C)c(O)ccc3nc2-1. Cell line: NCIH2122. Synergy scores: synergy=20.5.